This data is from NCI-60 drug combinations with 297,098 pairs across 59 cell lines. The task is: Regression. Given two drug SMILES strings and cell line genomic features, predict the synergy score measuring deviation from expected non-interaction effect. (1) Drug 1: CC1=C2C(C(=O)C3(C(CC4C(C3C(C(C2(C)C)(CC1OC(=O)C(C(C5=CC=CC=C5)NC(=O)C6=CC=CC=C6)O)O)OC(=O)C7=CC=CC=C7)(CO4)OC(=O)C)O)C)OC(=O)C. Drug 2: C(CN)CNCCSP(=O)(O)O. Cell line: SF-539. Synergy scores: CSS=61.7, Synergy_ZIP=5.10, Synergy_Bliss=3.94, Synergy_Loewe=-38.0, Synergy_HSA=4.44. (2) Drug 1: CC1=C(C=C(C=C1)NC2=NC=CC(=N2)N(C)C3=CC4=NN(C(=C4C=C3)C)C)S(=O)(=O)N.Cl. Drug 2: C1=C(C(=O)NC(=O)N1)F. Cell line: CCRF-CEM. Synergy scores: CSS=4.24, Synergy_ZIP=-18.9, Synergy_Bliss=-30.0, Synergy_Loewe=-34.6, Synergy_HSA=-29.5. (3) Drug 1: C1=CC=C(C=C1)NC(=O)CCCCCCC(=O)NO. Drug 2: C(CN)CNCCSP(=O)(O)O. Cell line: MDA-MB-231. Synergy scores: CSS=-4.32, Synergy_ZIP=0.132, Synergy_Bliss=0.544, Synergy_Loewe=-11.3, Synergy_HSA=-5.31.